Dataset: hERG potassium channel inhibition data for cardiac toxicity prediction from Karim et al.. Task: Regression/Classification. Given a drug SMILES string, predict its toxicity properties. Task type varies by dataset: regression for continuous values (e.g., LD50, hERG inhibition percentage) or binary classification for toxic/non-toxic outcomes (e.g., AMES mutagenicity, cardiotoxicity, hepatotoxicity). Dataset: herg_karim. (1) The drug is O=c1[nH]ccc2nc(-c3ccc(CN4CCC(c5nnc(-c6ccccn6)[nH]5)CC4)cc3)c(-c3ccccc3)cc12. The result is 1 (blocker). (2) The molecule is O=C1CCc2c(F)cccc2N1CCCN1CCC(n2c(=O)[nH]c3ccccc32)CC1. The result is 1 (blocker). (3) The compound is c1ccc(-c2c[nH]c(C3Cc4c([nH]c5ccccc45)C(C4CCOCC4)N3)n2)cc1. The result is 1 (blocker).